The task is: Predict the reaction yield, written as a fraction of the theoretical maximum amount of product (1.0 means a 100% yield; for example, 0.34 means a 34% yield).. This data is from Reaction yield outcomes from USPTO patents with 853,638 reactions. The reactants are Cl[CH2:2][CH2:3][NH:4][CH2:5][C:6]1[NH:7][C:8](=[O:21])[C:9]2[CH:14]=[N:13][N:12]([C:15]3[CH:20]=[CH:19][CH:18]=[CH:17][CH:16]=3)[C:10]=2[N:11]=1.C([O-])([O-])=O.[Cs+].[Cs+]. The catalyst is O1CCOCC1. The product is [C:15]1([N:12]2[C:10]3[N:11]=[C:6]4[CH2:5][NH:4][CH2:3][CH2:2][N:7]4[C:8](=[O:21])[C:9]=3[CH:14]=[N:13]2)[CH:20]=[CH:19][CH:18]=[CH:17][CH:16]=1. The yield is 0.640.